Dataset: Catalyst prediction with 721,799 reactions and 888 catalyst types from USPTO. Task: Predict which catalyst facilitates the given reaction. (1) Reactant: [N:1]1([CH2:7][CH2:8][O:9][C:10]2[S:11][C:12]3[CH:18]=[C:17]([N+:19]([O-])=O)[CH:16]=[CH:15][C:13]=3[N:14]=2)[CH2:6][CH2:5][O:4][CH2:3][CH2:2]1. Product: [N:1]1([CH2:7][CH2:8][O:9][C:10]2[S:11][C:12]3[CH:18]=[C:17]([NH2:19])[CH:16]=[CH:15][C:13]=3[N:14]=2)[CH2:6][CH2:5][O:4][CH2:3][CH2:2]1. The catalyst class is: 8. (2) Reactant: O1CCOCC1.[OH-].[Na+:8].[C:9]1([C:15]2[CH:23]=[CH:22][C:18]([C:19]([OH:21])=[O:20])=[C:17]([NH:24][C:25]([C:27]3[CH:28]=[N:29][C:30]([C:33]4[CH:38]=[CH:37][N:36]=[CH:35][CH:34]=4)=[CH:31][CH:32]=3)=[O:26])[CH:16]=2)[CH:14]=[CH:13][CH:12]=[CH:11][CH:10]=1. Product: [C:9]1([C:15]2[CH:23]=[CH:22][C:18]([C:19]([O-:21])=[O:20])=[C:17]([NH:24][C:25]([C:27]3[CH:28]=[N:29][C:30]([C:33]4[CH:34]=[CH:35][N:36]=[CH:37][CH:38]=4)=[CH:31][CH:32]=3)=[O:26])[CH:16]=2)[CH:10]=[CH:11][CH:12]=[CH:13][CH:14]=1.[Na+:8]. The catalyst class is: 5. (3) Reactant: [CH:1]1([C:4]2[N:8]([CH:9]3[CH2:11][CH2:10]3)[C:7]([C:12]([CH3:21])([C:14]3[S:15][C:16]([CH:19]=[CH2:20])=[CH:17][CH:18]=3)[CH3:13])=[N:6][N:5]=2)[CH2:3][CH2:2]1.[H][H]. Product: [CH:1]1([C:4]2[N:8]([CH:9]3[CH2:10][CH2:11]3)[C:7]([C:12]([C:14]3[S:15][C:16]([CH2:19][CH3:20])=[CH:17][CH:18]=3)([CH3:21])[CH3:13])=[N:6][N:5]=2)[CH2:3][CH2:2]1. The catalyst class is: 349.